Dataset: Reaction yield outcomes from USPTO patents with 853,638 reactions. Task: Predict the reaction yield, written as a fraction of the theoretical maximum amount of product (1.0 means a 100% yield; for example, 0.34 means a 34% yield). The reactants are [CH:1]1([N:4]2[C:9](=[O:10])[C:8]3[C:11](OS(C4C=CC(C)=CC=4)(=O)=O)=[C:12]([CH3:17])[C:13](=[O:16])[N:14]([CH3:15])[C:7]=3[N:6]([C:29]3[CH:34]=[CH:33][C:32]([I:35])=[CH:31][C:30]=3[F:36])[C:5]2=[O:37])[CH2:3][CH2:2]1.[NH2:38][C:39]1[CH:40]=[C:41]([CH:46]=[CH:47][CH:48]=1)[NH:42][C:43](=[O:45])[CH3:44].CN(C)C(=O)C.N1C(C)=CC=CC=1C. The catalyst is CO. The product is [CH:1]1([N:4]2[C:9](=[O:10])[C:8]3[C:11]([NH:38][C:39]4[CH:40]=[C:41]([NH:42][C:43](=[O:45])[CH3:44])[CH:46]=[CH:47][CH:48]=4)=[C:12]([CH3:17])[C:13](=[O:16])[N:14]([CH3:15])[C:7]=3[N:6]([C:29]3[CH:34]=[CH:33][C:32]([I:35])=[CH:31][C:30]=3[F:36])[C:5]2=[O:37])[CH2:2][CH2:3]1. The yield is 0.930.